This data is from Catalyst prediction with 721,799 reactions and 888 catalyst types from USPTO. The task is: Predict which catalyst facilitates the given reaction. (1) Reactant: [Si]([O:8][CH2:9][C:10]1[CH:11]=[C:12]([C:25]2[CH:26]=[CH:27][CH:28]=[CH:29][CH:30]=2)[CH:13]=[C:14]([CH2:16][O:17][Si](C(C)(C)C)(C)C)[CH:15]=1)(C(C)(C)C)(C)C.[C:31](Cl)([C:48]1[CH:53]=[CH:52][CH:51]=[CH:50][CH:49]=1)([C:40]1[CH:47]=[CH:46][C:43]([O:44][CH3:45])=[CH:42][CH:41]=1)[C:32]1[CH:39]=[CH:38][C:35]([O:36][CH3:37])=[CH:34][CH:33]=1.C(Cl)(Cl)Cl. Product: [OH:8][CH2:9][C:10]1[CH:11]=[C:12]([C:25]2[CH:26]=[CH:27][CH:28]=[CH:29][CH:30]=2)[CH:13]=[C:14]([CH2:16][O:17][C:31]([C:48]2[CH:53]=[CH:52][CH:51]=[CH:50][CH:49]=2)([C:40]2[CH:47]=[CH:46][C:43]([O:44][CH3:45])=[CH:42][CH:41]=2)[C:32]2[CH:39]=[CH:38][C:35]([O:36][CH3:37])=[CH:34][CH:33]=2)[CH:15]=1. The catalyst class is: 5. (2) Reactant: O=[CH:2][CH2:3][CH2:4][NH:5][C:6]([NH2:8])=[NH:7].Cl.[NH2:10][OH:11]. Product: [OH:11][N:10]=[CH:2][CH2:3][CH2:4][NH:5][C:6]([NH2:8])=[NH:7]. The catalyst class is: 5.